From a dataset of Full USPTO retrosynthesis dataset with 1.9M reactions from patents (1976-2016). Predict the reactants needed to synthesize the given product. (1) Given the product [Cl:8][C:6]1[CH:5]=[C:4]([C:9]2([C:22]([F:24])([F:25])[F:23])[O:13][N:12]=[C:11]([C:14]3[S:18][C:17]([CH2:19][NH:30][C:26](=[O:29])[CH2:27][CH3:28])=[C:16]([CH3:21])[CH:15]=3)[CH2:10]2)[CH:3]=[C:2]([Cl:1])[CH:7]=1, predict the reactants needed to synthesize it. The reactants are: [Cl:1][C:2]1[CH:3]=[C:4]([C:9]2([C:22]([F:25])([F:24])[F:23])[O:13][N:12]=[C:11]([C:14]3[S:18][C:17]([CH:19]=O)=[C:16]([CH3:21])[CH:15]=3)[CH2:10]2)[CH:5]=[C:6]([Cl:8])[CH:7]=1.[C:26]([NH2:30])(=[O:29])[CH2:27][CH3:28].FC(F)(F)C(O)=O.C([SiH](CC)CC)C. (2) Given the product [F:34][C:26]1[CH:27]=[C:28]([C:2]2[CH:7]=[CH:6][N:5]=[C:4]3[NH:8][C:9]([C:11]4[CH:12]=[N:13][N:14]([CH:16]5[CH2:21][CH2:20][O:19][CH2:18][CH2:17]5)[CH:15]=4)=[N:10][C:3]=23)[CH:29]=[CH:30][C:25]=1[CH2:24][NH2:23], predict the reactants needed to synthesize it. The reactants are: Cl[C:2]1[CH:7]=[CH:6][N:5]=[C:4]2[NH:8][C:9]([C:11]3[CH:12]=[N:13][N:14]([CH:16]4[CH2:21][CH2:20][O:19][CH2:18][CH2:17]4)[CH:15]=3)=[N:10][C:3]=12.Cl.[NH2:23][CH2:24][C:25]1[CH:30]=[CH:29][C:28](B(O)O)=[CH:27][C:26]=1[F:34].C(=O)([O-])[O-].[K+].[K+].C(#N)C.O.C1(P(C2C=CC=CC=2)C2C=CC=CC=2)CCCC1. (3) Given the product [O:1]1[CH2:6][CH2:5][CH2:4][O:3][CH:2]1[C:7]1[CH:12]=[CH:11][C:10]([C:13]2[S:14][C:15]3[C:20]([N:21]=2)=[CH:19][CH:18]=[C:17]([C:33]([CH:30]2[CH2:31][CH2:32][O:27][CH2:28][CH2:29]2)=[O:34])[N:16]=3)=[C:9]([F:26])[CH:8]=1, predict the reactants needed to synthesize it. The reactants are: [O:1]1[CH2:6][CH2:5][CH2:4][O:3][CH:2]1[C:7]1[CH:12]=[CH:11][C:10]([C:13]2[S:14][C:15]3[C:20]([N:21]=2)=[CH:19][CH:18]=[C:17]([Sn](C)(C)C)[N:16]=3)=[C:9]([F:26])[CH:8]=1.[O:27]1[CH2:32][CH2:31][CH:30]([C:33](Cl)=[O:34])[CH2:29][CH2:28]1. (4) Given the product [Cl:1][C:2]1[CH:3]=[C:4]2[N:11]([CH2:12][O:13][CH2:14][CH2:15][Si:16]([CH3:19])([CH3:18])[CH3:17])[C:10]([O:20][C@H:21]3[C@H:25]4[O:26][CH2:27][C@@H:28]([OH:29])[C@H:24]4[O:23][CH2:22]3)=[N:9][C:5]2=[N:6][C:7]=1[C:33]1[CH2:34][CH2:35][S:30][CH2:31][CH:32]=1, predict the reactants needed to synthesize it. The reactants are: [Cl:1][C:2]1[CH:3]=[C:4]2[N:11]([CH2:12][O:13][CH2:14][CH2:15][Si:16]([CH3:19])([CH3:18])[CH3:17])[C:10]([O:20][C@H:21]3[C@H:25]4[O:26][CH2:27][C@@H:28]([OH:29])[C@H:24]4[O:23][CH2:22]3)=[N:9][C:5]2=[N:6][C:7]=1I.[S:30]1[CH2:35][CH:34]=[C:33](B2OC(C)(C)C(C)(C)O2)[CH2:32][CH2:31]1.[O-]P([O-])([O-])=O.[K+].[K+].[K+]. (5) Given the product [C:11]1([CH3:14])[CH:12]=[CH:13][C:8]([C:5]2[O:4][C:3]([CH2:2][S:33][C:23]3[N:22]([C:17]4[CH:18]=[CH:19][CH:20]=[CH:21][C:16]=4[Cl:15])[C:26]([C:27]4[CH:32]=[CH:31][N:30]=[CH:29][N:28]=4)=[N:25][N:24]=3)=[N:7][N:6]=2)=[CH:9][CH:10]=1, predict the reactants needed to synthesize it. The reactants are: Cl[CH2:2][C:3]1[O:4][C:5]([C:8]2[CH:13]=[CH:12][C:11]([CH3:14])=[CH:10][CH:9]=2)=[N:6][N:7]=1.[Cl:15][C:16]1[CH:21]=[CH:20][CH:19]=[CH:18][C:17]=1[N:22]1[C:26]([C:27]2[CH:32]=[CH:31][N:30]=[CH:29][N:28]=2)=[N:25][N:24]=[C:23]1[SH:33].C([O-])([O-])=O.[K+].[K+]. (6) Given the product [CH2:13]([N:20]1[CH2:24][C@H:23]2[C:25]3[CH:26]=[CH:27][C:28]([C:1]([CH3:3])=[CH2:2])=[C:29]([Cl:33])[C:30]=3[CH2:31][O:32][C@@:22]2([CH3:35])[CH2:21]1)[C:14]1[CH:19]=[CH:18][CH:17]=[CH:16][CH:15]=1, predict the reactants needed to synthesize it. The reactants are: [C:1](B1OC(C)(C)C(C)(C)O1)([CH3:3])=[CH2:2].[CH2:13]([N:20]1[CH2:24][C@H:23]2[C:25]3[CH:26]=[CH:27][C:28](Br)=[C:29]([Cl:33])[C:30]=3[CH2:31][O:32][C@@:22]2([CH3:35])[CH2:21]1)[C:14]1[CH:19]=[CH:18][CH:17]=[CH:16][CH:15]=1. (7) Given the product [F:13][C:11]1[CH:10]=[C:4]([CH:5]([OH:9])[C:6]([NH:14][C@H:15]([C:17]([NH:19][CH:20]2[C:26](=[O:27])[N:25]([C:28]3[CH:33]=[CH:32][CH:31]=[CH:30][CH:29]=3)[C:24]3[CH:34]=[CH:35][CH:36]=[CH:37][C:23]=3[N:22]([CH3:38])[C:21]2=[O:39])=[O:18])[CH3:16])=[O:8])[CH:3]=[C:2]([F:1])[CH:12]=1, predict the reactants needed to synthesize it. The reactants are: [F:1][C:2]1[CH:3]=[C:4]([CH:10]=[C:11]([F:13])[CH:12]=1)[CH:5]([OH:9])[C:6]([OH:8])=O.[NH2:14][C@H:15]([C:17]([NH:19][CH:20]1[C:26](=[O:27])[N:25]([C:28]2[CH:33]=[CH:32][CH:31]=[CH:30][CH:29]=2)[C:24]2[CH:34]=[CH:35][CH:36]=[CH:37][C:23]=2[N:22]([CH3:38])[C:21]1=[O:39])=[O:18])[CH3:16].